This data is from Reaction yield outcomes from USPTO patents with 853,638 reactions. The task is: Predict the reaction yield, written as a fraction of the theoretical maximum amount of product (1.0 means a 100% yield; for example, 0.34 means a 34% yield). (1) The reactants are [CH2:1]([CH:8]1[CH2:13][CH2:12][N:11]([CH2:14][CH2:15][C:16]([C:18]2[CH:23]=[CH:22][CH:21]=[C:20]([NH:24][C:25]3[C:34]4[C:29](=[CH:30][CH:31]=[CH:32][CH:33]=4)[N:28]=[C:27]([CH3:35])[CH:26]=3)[CH:19]=2)=O)[CH2:10][CH2:9]1)[C:2]1[CH:7]=[CH:6][CH:5]=[CH:4][CH:3]=1.Cl.[CH2:37]([O:39][NH2:40])C.N1C=CC=CC=1. The catalyst is C(O)C.CCOC(C)=O. The product is [CH3:37][O:39][N:40]=[C:16]([C:18]1[CH:23]=[CH:22][CH:21]=[C:20]([NH:24][C:25]2[C:34]3[C:29](=[CH:30][CH:31]=[CH:32][CH:33]=3)[N:28]=[C:27]([CH3:35])[CH:26]=2)[CH:19]=1)[CH2:15][CH2:14][N:11]1[CH2:12][CH2:13][CH:8]([CH2:1][C:2]2[CH:3]=[CH:4][CH:5]=[CH:6][CH:7]=2)[CH2:9][CH2:10]1. The yield is 0.240. (2) The product is [Br:7][C:8]1[CH:17]=[C:16]2[C:11]([O:12][CH2:13][CH2:14][NH:15]2)=[N:10][CH:9]=1. The yield is 0.690. The reactants are B.O1CCCC1.[Br:7][C:8]1[CH:17]=[C:16]2[C:11]([O:12][CH2:13][C:14](=O)[NH:15]2)=[N:10][CH:9]=1. The catalyst is O1CCCC1. (3) The reactants are [O:1]1[C:5]2[CH:6]=[CH:7][C:8]([C:10]3([C:13]([NH:15][C:16]4[CH:17]=[C:18]5[C:22](=[CH:23][CH:24]=4)[NH:21][C:20]([C:25]([CH3:28])([CH3:27])[CH3:26])=[C:19]5[CH:29]=O)=[O:14])[CH2:12][CH2:11]3)=[CH:9][C:4]=2[O:3][CH2:2]1.Cl.[NH2:32][OH:33]. The catalyst is ClCCl. The product is [O:1]1[C:5]2[CH:6]=[CH:7][C:8]([C:10]3([C:13]([NH:15][C:16]4[CH:17]=[C:18]5[C:22](=[CH:23][CH:24]=4)[NH:21][C:20]([C:25]([CH3:28])([CH3:26])[CH3:27])=[C:19]5/[CH:29]=[N:32]\[OH:33])=[O:14])[CH2:12][CH2:11]3)=[CH:9][C:4]=2[O:3][CH2:2]1. The yield is 0.770. (4) The reactants are [CH3:1][N:2]1[C:6]([CH3:7])=[C:5]([C:8]([OH:10])=[O:9])[C:4](=[O:11])[N:3]1[C:12]1[CH:17]=[CH:16][CH:15]=[CH:14][CH:13]=1.[C:18](Cl)(=O)C(Cl)=O. The catalyst is ClCCl. The product is [CH3:1][N:2]1[C:6]([CH3:7])=[C:5]([C:8]([O:10][CH3:18])=[O:9])[C:4](=[O:11])[N:3]1[C:12]1[CH:17]=[CH:16][CH:15]=[CH:14][CH:13]=1. The yield is 0.770. (5) The reactants are [CH:1]1[C:10]2[C:5](=[CH:6][C:7]([C:11]3[O:15][N:14]=[C:13]([NH2:16])[CH:12]=3)=[CH:8][CH:9]=2)[CH:4]=[CH:3][N:2]=1.[Li+].C[Si]([N-][Si](C)(C)C)(C)C.N1([C:36]([O:38][CH2:39][CH:40]=[CH2:41])=[O:37])C2C=CC=CC=2N=N1. The catalyst is CN(C=O)C. The product is [CH:1]1[C:10]2[C:5](=[CH:6][C:7]([C:11]3[O:15][N:14]=[C:13]([NH:16][C:36](=[O:37])[O:38][CH2:39][CH:40]=[CH2:41])[CH:12]=3)=[CH:8][CH:9]=2)[CH:4]=[CH:3][N:2]=1. The yield is 0.540. (6) The reactants are Cl[C:2]1[CH:3]=[C:4]([CH:29]=[CH:30][N:31]=1)[C:5]([NH:7][C:8]1[CH:9]=[N:10][C:11]([N:14]2[C:18]([C:19]([F:22])([F:21])[F:20])=[CH:17][C:16]([C:23]3[CH:24]=[N:25][CH:26]=[CH:27][CH:28]=3)=[N:15]2)=[CH:12][CH:13]=1)=[O:6].[N:32]1([CH2:38][CH2:39][CH2:40][NH2:41])[CH2:37][CH2:36][O:35][CH2:34][CH2:33]1. The catalyst is O1CCCC1.C(=O)(O)[O-].[Na+]. The product is [N:32]1([CH2:38][CH2:39][CH2:40][NH:41][C:2]2[CH:3]=[C:4]([CH:29]=[CH:30][N:31]=2)[C:5]([NH:7][C:8]2[CH:9]=[N:10][C:11]([N:14]3[C:18]([C:19]([F:22])([F:20])[F:21])=[CH:17][C:16]([C:23]4[CH:24]=[N:25][CH:26]=[CH:27][CH:28]=4)=[N:15]3)=[CH:12][CH:13]=2)=[O:6])[CH2:37][CH2:36][O:35][CH2:34][CH2:33]1. The yield is 0.540.